Dataset: Peptide-MHC class I binding affinity with 185,985 pairs from IEDB/IMGT. Task: Regression. Given a peptide amino acid sequence and an MHC pseudo amino acid sequence, predict their binding affinity value. This is MHC class I binding data. The peptide sequence is VRGGMVAPL. The MHC is HLA-B44:02 with pseudo-sequence HLA-B44:02. The binding affinity (normalized) is 0.0847.